Task: Predict the reactants needed to synthesize the given product.. Dataset: Full USPTO retrosynthesis dataset with 1.9M reactions from patents (1976-2016) (1) Given the product [CH:1]1([N:4]2[C:5]([C:9]3[CH:10]=[CH:11][N:12]=[CH:13][CH:14]=3)=[N:6][N:7]=[C:8]2[CH2:15][OH:16])[CH2:3][CH2:2]1, predict the reactants needed to synthesize it. The reactants are: [CH:1]1([N:4]2[CH:8]=[N:7][N:6]=[C:5]2[C:9]2[CH:14]=[CH:13][N:12]=[CH:11][CH:10]=2)[CH2:3][CH2:2]1.[CH2:15]=[O:16]. (2) Given the product [CH3:10][C:2]([N:13]1[CH2:18][CH2:17][C:16](=[O:19])[CH2:15][CH2:14]1)([CH3:11])[C:3]([O:5][C:6]([CH3:9])([CH3:8])[CH3:7])=[O:4], predict the reactants needed to synthesize it. The reactants are: Br[C:2]([CH3:11])([CH3:10])[C:3]([O:5][C:6]([CH3:9])([CH3:8])[CH3:7])=[O:4].Cl.[NH:13]1[CH2:18][CH2:17][C:16](=[O:19])[CH2:15][CH2:14]1.C(=O)([O-])[O-].[K+].[K+]. (3) Given the product [ClH:21].[Cl:22][C:17]1[CH:16]=[C:15]([CH:20]=[C:19]([Cl:21])[CH:18]=1)[C:14]([N:11]1[CH2:12][CH2:13][NH:8][CH2:9][C@H:10]1[CH2:24][C:25]1[CH:30]=[CH:29][C:28]([CH3:31])=[C:27]([CH3:32])[CH:26]=1)=[O:23], predict the reactants needed to synthesize it. The reactants are: C([N:8]1[CH2:13][CH2:12][N:11]([C:14](=[O:23])[C:15]2[CH:20]=[C:19]([Cl:21])[CH:18]=[C:17]([Cl:22])[CH:16]=2)[C@H:10]([CH2:24][C:25]2[CH:30]=[CH:29][C:28]([CH3:31])=[C:27]([CH3:32])[CH:26]=2)[CH2:9]1)C1C=CC=CC=1.ClC(OC(Cl)C)=O. (4) Given the product [CH2:20]([O:23][C:24]1[CH:25]=[CH:26][C:27]([CH2:28][N:4]2[CH2:3][CH2:2][N:1]([C:7]3[CH:8]=[CH:9][C:10]4[N:11]([C:13]([C:16]([F:17])([F:18])[F:19])=[N:14][N:15]=4)[N:12]=3)[CH2:6][CH2:5]2)=[CH:30][CH:31]=1)[CH:21]=[CH2:22], predict the reactants needed to synthesize it. The reactants are: [N:1]1([C:7]2[CH:8]=[CH:9][C:10]3[N:11]([C:13]([C:16]([F:19])([F:18])[F:17])=[N:14][N:15]=3)[N:12]=2)[CH2:6][CH2:5][NH:4][CH2:3][CH2:2]1.[CH2:20]([O:23][C:24]1[CH:31]=[CH:30][C:27]([CH:28]=O)=[CH:26][CH:25]=1)[CH:21]=[CH2:22]. (5) Given the product [CH2:1]([C@:3]1([OH:28])[C:25]2[CH:24]=[C:23]3[N:10]([CH2:11][C:12]4[C:13]3=[N:14][C:15]3[CH:16]=[C:17]([F:22])[CH:18]=[CH:19][C:20]=3[C:21]=4[CH2:36][CH2:35][C:29]3[CH:34]=[CH:33][CH:32]=[CH:31][CH:30]=3)[C:9](=[O:26])[C:8]=2[CH2:7][O:6][C:5](=[O:27])[CH2:4]1)[CH3:2], predict the reactants needed to synthesize it. The reactants are: [CH2:1]([C@:3]1([OH:28])[C:25]2[CH:24]=[C:23]3[N:10]([CH2:11][C:12]4[C:13]3=[N:14][C:15]3[CH:16]=[C:17]([F:22])[CH:18]=[CH:19][C:20]=3[CH:21]=4)[C:9](=[O:26])[C:8]=2[CH2:7][O:6][C:5](=[O:27])[CH2:4]1)[CH3:2].[C:29]1([CH2:35][CH2:36]C=O)[CH:34]=[CH:33][CH:32]=[CH:31][CH:30]=1. (6) Given the product [CH2:20]([O:1][C:2]1[CH:7]=[CH:6][C:5]([N+:8]([O-:10])=[O:9])=[CH:4][C:3]=1[NH:11][CH:12]=[O:13])[C:21]1[CH:26]=[CH:25][CH:24]=[CH:23][CH:22]=1, predict the reactants needed to synthesize it. The reactants are: [OH:1][C:2]1[CH:7]=[CH:6][C:5]([N+:8]([O-:10])=[O:9])=[CH:4][C:3]=1[NH:11][CH:12]=[O:13].C(=O)([O-])[O-].[K+].[K+].[CH2:20](Br)[C:21]1[CH:26]=[CH:25][CH:24]=[CH:23][CH:22]=1. (7) Given the product [ClH:7].[NH:24]1[CH2:25][CH2:26][CH:21]([CH2:20][NH:19][C:17]([C:13]2[CH:12]=[C:11]3[C:16](=[CH:15][CH:14]=2)[NH:8][N:9]=[CH:10]3)=[O:18])[CH2:22][CH2:23]1, predict the reactants needed to synthesize it. The reactants are: O1CCOCC1.[ClH:7].[NH:8]1[C:16]2[C:11](=[CH:12][C:13]([C:17]([NH:19][CH2:20][CH:21]3[CH2:26][CH2:25][N:24](C(OC(C)(C)C)=O)[CH2:23][CH2:22]3)=[O:18])=[CH:14][CH:15]=2)[CH:10]=[N:9]1.C1(C)C=CC=CC=1.